From a dataset of Reaction yield outcomes from USPTO patents with 853,638 reactions. Predict the reaction yield, written as a fraction of the theoretical maximum amount of product (1.0 means a 100% yield; for example, 0.34 means a 34% yield). (1) The reactants are N1C2C(=CC=CC=2)C=CC=1.C([O:18][C:19]1[CH:24]=[CH:23][C:22]([CH:25]([C:31]#[C:32][CH3:33])[CH2:26][C:27]([O:29][CH3:30])=[O:28])=[CH:21][CH:20]=1)C1C=CC=CC=1. The catalyst is C(OCC)(=O)C.[Pd]. The product is [OH:18][C:19]1[CH:20]=[CH:21][C:22]([CH:25]([CH2:31][CH2:32][CH3:33])[CH2:26][C:27]([O:29][CH3:30])=[O:28])=[CH:23][CH:24]=1. The yield is 0.764. (2) The reactants are [NH2:1][C:2]1[CH:3]=[C:4]([C:8]2[C:17]3[C:12](=[C:13]4[CH:21]=[CH:20][CH:19]=[CH:18][C:14]4=[CH:15][CH:16]=3)[NH:11][C:10](=[O:22])[N:9]=2)[CH:5]=[CH:6][CH:7]=1.[C:23]1([S:29](Cl)(=[O:31])=[O:30])[CH:28]=[CH:27][CH:26]=[CH:25][CH:24]=1. The catalyst is N1C=CC=CC=1. The product is [O:22]=[C:10]1[N:9]=[C:8]([C:4]2[CH:3]=[C:2]([NH:1][S:29]([C:23]3[CH:28]=[CH:27][CH:26]=[CH:25][CH:24]=3)(=[O:31])=[O:30])[CH:7]=[CH:6][CH:5]=2)[C:17]2[C:12](=[C:13]3[CH:21]=[CH:20][CH:19]=[CH:18][C:14]3=[CH:15][CH:16]=2)[NH:11]1. The yield is 0.150.